This data is from Forward reaction prediction with 1.9M reactions from USPTO patents (1976-2016). The task is: Predict the product of the given reaction. (1) The product is: [CH3:15][C:14]1[CH:13]=[CH:12][C:10]([NH2:11])=[CH:9][C:8]=1[C:6]1[CH:7]=[C:2]([O:31][CH2:30][CH2:29][O:28][CH:23]2[CH2:24][CH2:25][CH2:26][CH2:27][O:22]2)[N:3]=[C:4]([N:16]2[CH2:21][CH2:20][O:19][CH2:18][CH2:17]2)[CH:5]=1. Given the reactants F[C:2]1[CH:7]=[C:6]([C:8]2[CH:9]=[C:10]([CH:12]=[CH:13][C:14]=2[CH3:15])[NH2:11])[CH:5]=[C:4]([N:16]2[CH2:21][CH2:20][O:19][CH2:18][CH2:17]2)[N:3]=1.[O:22]1[CH2:27][CH2:26][CH2:25][CH2:24][CH:23]1[O:28][CH2:29][CH2:30][OH:31].[H-].[Na+], predict the reaction product. (2) The product is: [CH2:12]([O:14][CH:15]([O:18][CH2:19][CH3:20])[CH2:16][NH:1][C:2]1[CH:3]=[C:4]([CH:7]=[CH:8][CH:9]=1)[C:5]#[N:6])[CH3:13]. Given the reactants [NH2:1][C:2]1[CH:3]=[C:4]([CH:7]=[CH:8][CH:9]=1)[C:5]#[N:6].[H-].[Na+].[CH2:12]([O:14][CH:15]([O:18][CH2:19][CH3:20])[CH2:16]Br)[CH3:13].[NH4+].[Cl-], predict the reaction product. (3) Given the reactants CS(O[CH2:6][CH2:7][C@H:8]1[O:14][C@H:13]([C:15]2[CH:20]=[CH:19][CH:18]=[C:17]([O:21][CH3:22])[C:16]=2[O:23][CH3:24])[C:12]2[CH:25]=[C:26]([Cl:29])[CH:27]=[CH:28][C:11]=2[N:10]2[C:30]([CH2:33][C:34]([CH3:37])([CH3:36])[CH3:35])=[N:31][N:32]=[C:9]12)(=O)=O.[C-:38]#[N:39].[Na+].O, predict the reaction product. The product is: [Cl:29][C:26]1[CH:27]=[CH:28][C:11]2[N:10]3[C:30]([CH2:33][C:34]([CH3:35])([CH3:37])[CH3:36])=[N:31][N:32]=[C:9]3[C@@H:8]([CH2:7][CH2:6][C:38]#[N:39])[O:14][C@H:13]([C:15]3[CH:20]=[CH:19][CH:18]=[C:17]([O:21][CH3:22])[C:16]=3[O:23][CH3:24])[C:12]=2[CH:25]=1. (4) Given the reactants ClC(OCC(C)C)=O.[C:9]([O:13][C:14]([N:16]1[CH2:20][CH2:19][CH:18]([C:21]([OH:23])=O)[CH2:17]1)=[O:15])([CH3:12])([CH3:11])[CH3:10].CN1CCOCC1.[C:31]([NH:34][NH2:35])(=[O:33])[CH3:32], predict the reaction product. The product is: [C:31]([NH:34][NH:35][C:21]([CH:18]1[CH2:19][CH2:20][N:16]([C:14]([O:13][C:9]([CH3:10])([CH3:11])[CH3:12])=[O:15])[CH2:17]1)=[O:23])(=[O:33])[CH3:32]. (5) Given the reactants C(O)=O.[C:4]([O:8][C:9]([N:11]([CH2:43][C@H:44]([O:57][Si:58]([C:61]([CH3:64])([CH3:63])[CH3:62])([CH3:60])[CH3:59])[C:45]1[CH:54]=[CH:53][C:52]([OH:55])=[C:51]2[C:46]=1[CH:47]=[CH:48][C:49](=[O:56])[NH:50]2)[CH2:12][CH2:13][CH2:14][CH2:15][NH:16][C:17]([C:19]1[CH:20]=[C:21]([C:25]([OH:42])([C:36]2[CH:41]=[CH:40][CH:39]=[CH:38][CH:37]=2)[C:26]([O:28][CH2:29][CH:30]2[CH2:35][CH2:34][NH:33][CH2:32][CH2:31]2)=[O:27])[CH:22]=[CH:23][CH:24]=1)=[O:18])=[O:10])([CH3:7])([CH3:6])[CH3:5].[CH:65](=O)[C:66]1[CH:71]=[CH:70][CH:69]=[CH:68][CH:67]=1.CC(O)=O, predict the reaction product. The product is: [C:4]([O:8][C:9]([N:11]([CH2:43][C@H:44]([O:57][Si:58]([C:61]([CH3:64])([CH3:63])[CH3:62])([CH3:59])[CH3:60])[C:45]1[CH:54]=[CH:53][C:52]([OH:55])=[C:51]2[C:46]=1[CH:47]=[CH:48][C:49](=[O:56])[NH:50]2)[CH2:12][CH2:13][CH2:14][CH2:15][NH:16][C:17]([C:19]1[CH:20]=[C:21]([C:25]([OH:42])([C:36]2[CH:41]=[CH:40][CH:39]=[CH:38][CH:37]=2)[C:26]([O:28][CH2:29][CH:30]2[CH2:35][CH2:34][N:33]([CH2:65][C:66]3[CH:71]=[CH:70][CH:69]=[CH:68][CH:67]=3)[CH2:32][CH2:31]2)=[O:27])[CH:22]=[CH:23][CH:24]=1)=[O:18])=[O:10])([CH3:6])([CH3:5])[CH3:7]. (6) Given the reactants C([Li])CCC.C(NC(C)C)(C)C.[CH3:13][C:14]1[CH:19]=[C:18]([CH3:20])[N:17]=[C:16]([S:21][CH3:22])[N:15]=1.CON(C)[C:26](=[O:28])[CH3:27], predict the reaction product. The product is: [CH3:20][C:18]1[N:17]=[C:16]([S:21][CH3:22])[N:15]=[C:14]([CH2:13][C:26](=[O:28])[CH3:27])[CH:19]=1. (7) Given the reactants C[O:2][C:3](=[O:28])[C:4]1[CH:9]=[CH:8][C:7]([NH:10][C:11](=[O:27])[C@@H:12]([N:19]2[CH2:23][C:22]([O:24][CH3:25])=[CH:21][C:20]2=[O:26])[CH2:13][CH:14]2[CH2:18][CH2:17][CH2:16][CH2:15]2)=[N:6][CH:5]=1.O.[OH-].[Li+].Cl, predict the reaction product. The product is: [CH:14]1([CH2:13][C@H:12]([N:19]2[CH2:23][C:22]([O:24][CH3:25])=[CH:21][C:20]2=[O:26])[C:11]([NH:10][C:7]2[CH:8]=[CH:9][C:4]([C:3]([OH:28])=[O:2])=[CH:5][N:6]=2)=[O:27])[CH2:18][CH2:17][CH2:16][CH2:15]1.